Dataset: Forward reaction prediction with 1.9M reactions from USPTO patents (1976-2016). Task: Predict the product of the given reaction. (1) Given the reactants [Cl:1][C:2]1[N:10]=[CH:9][N:8]=[C:7]2[C:3]=1[NH:4][CH:5]=[N:6]2.[O:11]1[CH:16]=[CH:15][CH2:14][CH2:13]C1.FC(F)(F)C(O)=O.N, predict the reaction product. The product is: [Cl:1][C:2]1[N:10]=[CH:9][N:8]=[C:7]2[C:3]=1[N:4]=[CH:5][N:6]2[CH:16]1[CH2:15][CH2:14][CH2:13][O:11]1. (2) Given the reactants [Cl:1][CH2:2][C:3]([C:5]1[CH:6]=[C:7]([F:16])[C:8]2[O:13][CH2:12][C:11](=[O:14])[NH:10][C:9]=2[CH:15]=1)=O.C([SiH](CC)CC)C.C([O-])(O)=O.[Na+], predict the reaction product. The product is: [Cl:1][CH2:2][CH2:3][C:5]1[CH:6]=[C:7]([F:16])[C:8]2[O:13][CH2:12][C:11](=[O:14])[NH:10][C:9]=2[CH:15]=1. (3) Given the reactants Cl.[CH:2]1[C:12]2[CH:11]=[CH:10][C:9]3[CH:13]=[CH:14][CH:15]=[CH:16][C:8]=3[C:7](=[C:17]3[CH2:22][CH2:21][N:20]([C:23](=[O:26])[CH2:24][NH2:25])[CH2:19][CH2:18]3)[C:6]=2[CH:5]=[CH:4][CH:3]=1.[C:27]([O:31][C:32]([NH:34][CH2:35][C:36](O)=[O:37])=[O:33])([CH3:30])([CH3:29])[CH3:28].Cl.C(N=C=NCCCN(C)C)C.C(N(CC)CC)C, predict the reaction product. The product is: [CH:13]1[C:9]2[CH:10]=[CH:11][C:12]3[CH:2]=[CH:3][CH:4]=[CH:5][C:6]=3[C:7](=[C:17]3[CH2:18][CH2:19][N:20]([C:23](=[O:26])[CH2:24][NH:25][C:36](=[O:37])[CH2:35][NH:34][C:32](=[O:33])[O:31][C:27]([CH3:28])([CH3:29])[CH3:30])[CH2:21][CH2:22]3)[C:8]=2[CH:16]=[CH:15][CH:14]=1. (4) Given the reactants C(=O)(O)[O-].[Na+].[N:6]#[C:7]Br.[Si:9]([O:16][CH2:17][CH2:18][NH:19][C:20]1[CH:25]=[CH:24][C:23]([NH:26][C:27]([CH:29]2[NH:33][CH:32]=[N:31][C:30]2(C2C=CC(Cl)=CC=2)[C:34]([NH2:36])=[O:35])=[O:28])=[CH:22][CH:21]=1)([C:12]([CH3:15])([CH3:14])[CH3:13])([CH3:11])[CH3:10].Cl[CH2:45][Cl:46], predict the reaction product. The product is: [Si:9]([O:16][CH2:17][CH2:18][N:19]([C:7]#[N:6])[C:20]1[CH:25]=[CH:24][C:23]([NH:26][C:27]([C:29]2[NH:33][CH:32]=[N:31][C:30]=2[C:34]([NH:36][C:20]2[CH:25]=[CH:24][C:45]([Cl:46])=[CH:22][CH:21]=2)=[O:35])=[O:28])=[CH:22][CH:21]=1)([C:12]([CH3:14])([CH3:13])[CH3:15])([CH3:11])[CH3:10].